From a dataset of Forward reaction prediction with 1.9M reactions from USPTO patents (1976-2016). Predict the product of the given reaction. (1) Given the reactants O=P(Cl)(Cl)[Cl:3].CN([CH:9]=[O:10])C.[CH3:11][C:12]1[CH:16]=[C:15](O)[N:14]([C:18]2[CH:23]=[CH:22][CH:21]=[CH:20][N:19]=2)[N:13]=1, predict the reaction product. The product is: [Cl:3][C:15]1[N:14]([C:18]2[CH:23]=[CH:22][CH:21]=[CH:20][N:19]=2)[N:13]=[C:12]([CH3:11])[C:16]=1[CH:9]=[O:10]. (2) The product is: [NH2:15][C:20]([CH3:19])([CH3:28])[C:23]([NH:1][C:2]1[CH:3]=[CH:4][C:5](/[CH:6]=[CH:7]/[C:8]([O:10][CH2:11][CH3:12])=[O:9])=[CH:13][CH:14]=1)=[O:26]. Given the reactants [NH2:1][C:2]1[CH:14]=[CH:13][C:5]([CH:6]=[CH:7][C:8]([O:10][CH2:11][CH3:12])=[O:9])=[CH:4][CH:3]=1.[N:15]1[CH:20]=[CH:19]C=CC=1.[OH-].[Na+].[C:23]([O-:26])(O)=O.[Na+].[CH2:28](Cl)Cl, predict the reaction product. (3) Given the reactants [CH3:1][S:2]([C:5]1[CH:10]=[CH:9][C:8]([C:11]2[N:19]3[C:14]([CH:15]=[N:16][C:17]([S:20][CH3:21])=[N:18]3)=[C:13]([CH3:22])[CH:12]=2)=[CH:7][CH:6]=1)(=[O:4])=[O:3].C(Cl)Cl.C1C=C(Cl)C=C(C(OO)=[O:34])C=1, predict the reaction product. The product is: [CH3:21][S:20]([C:17]1[N:16]=[CH:15][C:14]2=[C:13]([CH3:22])[CH:12]=[C:11]([C:8]3[CH:7]=[CH:6][C:5]([S:2]([CH3:1])(=[O:4])=[O:3])=[CH:10][CH:9]=3)[N:19]2[N:18]=1)=[O:34]. (4) Given the reactants [Cl:1][C:2]1[CH:8]=[CH:7][C:5]([NH2:6])=[C:4]([CH3:9])[C:3]=1[N+:10]([O-:12])=[O:11].[N:13]([O-])=O.[Na+], predict the reaction product. The product is: [N+:10]([C:3]1[C:2]([Cl:1])=[CH:8][CH:7]=[C:5]2[C:4]=1[CH:9]=[N:13][NH:6]2)([O-:12])=[O:11]. (5) Given the reactants CO[C:3](=O)[CH:4]([CH2:9][C:10]1[CH:15]=[CH:14][C:13]([F:16])=[C:12]([C:17]([F:20])([F:19])[F:18])[CH:11]=1)[C:5](OC)=O.[H-].C([Al+]CC(C)C)C(C)C.[NH2:32][C:33]1[C:37]([C:38]([O:40]CC)=[O:39])=[CH:36][NH:35][N:34]=1.N#N, predict the reaction product. The product is: [F:16][C:13]1[CH:14]=[CH:15][C:10]([CH2:9][C:4]2[CH:3]=[N:32][C:33]3[N:34]([N:35]=[CH:36][C:37]=3[C:38]([OH:40])=[O:39])[CH:5]=2)=[CH:11][C:12]=1[C:17]([F:18])([F:19])[F:20]. (6) Given the reactants [CH2:1]([N:8]([CH2:22][C@@H:23]([OH:26])[CH2:24]Cl)[C:9]1[CH:14]=[CH:13][C:12]([N:15]2[CH2:20][CH2:19][O:18][CH2:17][C:16]2=[O:21])=[CH:11][CH:10]=1)[C:2]1[CH:7]=[CH:6][CH:5]=[CH:4][CH:3]=1.C[N:28](C)C=O.[N-]=[N+]=[N-].[Na+].C1(P(C2C=CC=CC=2)C2C=CC=CC=2)C=CC=CC=1, predict the reaction product. The product is: [CH2:1]([N:8]([CH2:22][C@@H:23]([OH:26])[CH2:24][NH2:28])[C:9]1[CH:14]=[CH:13][C:12]([N:15]2[CH2:20][CH2:19][O:18][CH2:17][C:16]2=[O:21])=[CH:11][CH:10]=1)[C:2]1[CH:7]=[CH:6][CH:5]=[CH:4][CH:3]=1. (7) Given the reactants [C:1]([C:5]1[CH:10]=[CH:9][C:8](C(=C)C(O)=O)=[C:7]([O:16][CH2:17][CH2:18][N:19]2[CH2:24][CH2:23][CH2:22][CH2:21][CH2:20]2)[CH:6]=1)([CH3:4])([CH3:3])[CH3:2].[CH2:25](P(CC)C#N)[CH3:26].[NH2:32][CH2:33][C:34]1[CH:39]=[C:38]([CH:40]=[CH2:41])[C:37]([NH:42][S:43]([CH3:46])(=[O:45])=[O:44])=[C:36]([F:47])[CH:35]=1.C(N(CC)CC)C.CN([CH:58]=[O:59])C, predict the reaction product. The product is: [C:1]([C:5]1[CH:10]=[CH:9][C:8]([CH:25]=[CH:26][C:58]([NH:32][CH2:33][C:34]2[CH:39]=[C:38]([CH:40]=[CH2:41])[C:37]([NH:42][S:43]([CH3:46])(=[O:45])=[O:44])=[C:36]([F:47])[CH:35]=2)=[O:59])=[C:7]([O:16][CH2:17][CH2:18][N:19]2[CH2:20][CH2:21][CH2:22][CH2:23][CH2:24]2)[CH:6]=1)([CH3:4])([CH3:3])[CH3:2].